Dataset: Retrosynthesis with 50K atom-mapped reactions and 10 reaction types from USPTO. Task: Predict the reactants needed to synthesize the given product. (1) Given the product O=C1C2CCCC(N2)C(=O)N1Cc1ccc(F)cc1, predict the reactants needed to synthesize it. The reactants are: O=C1C2CCCC(C(=O)N1Cc1ccc(F)cc1)N2C(=O)OCc1ccccc1. (2) Given the product COC(=O)c1ccc(SC)c(OC2CCCC2)c1, predict the reactants needed to synthesize it. The reactants are: BrC1CCCC1.COC(=O)c1ccc(SC)c(O)c1. (3) Given the product CCCc1c(OCCCOc2ccc(C(=O)NC)c(OC)c2CCC)ccc2c1OC(CCC(=O)O)CC2, predict the reactants needed to synthesize it. The reactants are: CCCc1c(OCCCOc2ccc(C(=O)NC)c(OC)c2CCC)ccc2c1OC(CCC(=O)OCC)CC2.